Dataset: Catalyst prediction with 721,799 reactions and 888 catalyst types from USPTO. Task: Predict which catalyst facilitates the given reaction. (1) Reactant: Cl.Cl.[Cl:3][C:4]1[C:5]([CH2:10][NH2:11])=[N:6][CH:7]=[CH:8][N:9]=1.C(N=C=NCCCN(C)C)C.CCN(C(C)C)C(C)C.[CH2:32]=[C:33]1[CH2:36][CH:35]([C:37](O)=[O:38])[CH2:34]1. Product: [Cl:3][C:4]1[C:5]([CH2:10][NH:11][C:37]([CH:35]2[CH2:36][C:33](=[CH2:32])[CH2:34]2)=[O:38])=[N:6][CH:7]=[CH:8][N:9]=1. The catalyst class is: 143. (2) Reactant: [OH:1][C:2]1[CH:8]2[CH:6]([CH2:7]2)[C:5]([CH3:11])([S:9][CH3:10])[C:4](=[O:12])[C:3]=1[C:13]([C:15]1[C:16]([CH3:25])=[N:17][C:18]([C:21]([F:24])([F:23])[F:22])=[CH:19][CH:20]=1)=[O:14].I([O-])(=O)(=O)=[O:27].[Na+]. Product: [OH:1][C:2]1[CH:8]2[CH:6]([CH2:7]2)[C:5]([S:9]([CH3:10])=[O:27])([CH3:11])[C:4](=[O:12])[C:3]=1[C:13]([C:15]1[C:16]([CH3:25])=[N:17][C:18]([C:21]([F:24])([F:23])[F:22])=[CH:19][CH:20]=1)=[O:14]. The catalyst class is: 5. (3) Reactant: [F:1][C:2]1([F:37])[O:6][C:5]2[CH:7]=[CH:8][C:9]([C:11]3([C:14]([NH:16][C@H:17]4[C:26]5[C:21](=[CH:22][CH:23]=[CH:24][CH:25]=5)[O:20][C@@H:19]([C:27]5[CH:28]=[C:29]([CH:34]=[CH:35][CH:36]=5)[C:30]([O:32]C)=[O:31])[CH2:18]4)=[O:15])[CH2:13][CH2:12]3)=[CH:10][C:4]=2[O:3]1.[OH-].[Li+]. Product: [F:37][C:2]1([F:1])[O:6][C:5]2[CH:7]=[CH:8][C:9]([C:11]3([C:14]([NH:16][C@H:17]4[C:26]5[C:21](=[CH:22][CH:23]=[CH:24][CH:25]=5)[O:20][C@@H:19]([C:27]5[CH:28]=[C:29]([CH:34]=[CH:35][CH:36]=5)[C:30]([OH:32])=[O:31])[CH2:18]4)=[O:15])[CH2:12][CH2:13]3)=[CH:10][C:4]=2[O:3]1. The catalyst class is: 30. (4) Reactant: CC[N:3]([CH:7]([CH3:9])C)[CH:4]([CH3:6])C.C1C=CC2N(O)N=NC=2C=1.CCN=C=NCCCN(C)C.[C:31]1([C:37]2[NH:41][N:40]=[C:39]([C:42]([NH:44][CH2:45][C:46]([OH:48])=O)=[O:43])[CH:38]=2)[CH:36]=[CH:35][CH:34]=[CH:33][CH:32]=1.Cl.[F:50][C:51]1[CH:52]=[C:53]([CH:59]=[C:60]([C:62]([F:65])([F:64])[F:63])[CH:61]=1)[O:54][CH:55]1CNC1.Cl.ClC1C=CC=CC=1OC1CCNCC1. Product: [F:50][C:51]1[CH:52]=[C:53]([CH:59]=[C:60]([C:62]([F:63])([F:64])[F:65])[CH:61]=1)[O:54][CH:55]1[CH2:6][CH2:4][N:3]([C:46](=[O:48])[CH2:45][NH:44][C:42]([C:39]2[CH:38]=[C:37]([C:31]3[CH:32]=[CH:33][CH:34]=[CH:35][CH:36]=3)[NH:41][N:40]=2)=[O:43])[CH2:7][CH2:9]1. The catalyst class is: 3.